This data is from NCI-60 drug combinations with 297,098 pairs across 59 cell lines. The task is: Regression. Given two drug SMILES strings and cell line genomic features, predict the synergy score measuring deviation from expected non-interaction effect. (1) Drug 1: C1CCC(C1)C(CC#N)N2C=C(C=N2)C3=C4C=CNC4=NC=N3. Drug 2: CC1C(C(CC(O1)OC2CC(OC(C2O)C)OC3=CC4=CC5=C(C(=O)C(C(C5)C(C(=O)C(C(C)O)O)OC)OC6CC(C(C(O6)C)O)OC7CC(C(C(O7)C)O)OC8CC(C(C(O8)C)O)(C)O)C(=C4C(=C3C)O)O)O)O. Cell line: A549. Synergy scores: CSS=15.6, Synergy_ZIP=-1.85, Synergy_Bliss=0.632, Synergy_Loewe=1.42, Synergy_HSA=-0.0866. (2) Drug 1: CC1=C2C(C(=O)C3(C(CC4C(C3C(C(C2(C)C)(CC1OC(=O)C(C(C5=CC=CC=C5)NC(=O)OC(C)(C)C)O)O)OC(=O)C6=CC=CC=C6)(CO4)OC(=O)C)OC)C)OC. Drug 2: CC1=CC=C(C=C1)C2=CC(=NN2C3=CC=C(C=C3)S(=O)(=O)N)C(F)(F)F. Cell line: U251. Synergy scores: CSS=58.8, Synergy_ZIP=9.56, Synergy_Bliss=8.30, Synergy_Loewe=7.86, Synergy_HSA=9.86. (3) Drug 1: B(C(CC(C)C)NC(=O)C(CC1=CC=CC=C1)NC(=O)C2=NC=CN=C2)(O)O. Drug 2: CC1CCC2CC(C(=CC=CC=CC(CC(C(=O)C(C(C(=CC(C(=O)CC(OC(=O)C3CCCCN3C(=O)C(=O)C1(O2)O)C(C)CC4CCC(C(C4)OC)OP(=O)(C)C)C)C)O)OC)C)C)C)OC. Cell line: NCI-H460. Synergy scores: CSS=62.2, Synergy_ZIP=2.45, Synergy_Bliss=1.51, Synergy_Loewe=1.48, Synergy_HSA=3.76. (4) Drug 1: CC12CCC(CC1=CCC3C2CCC4(C3CC=C4C5=CN=CC=C5)C)O. Drug 2: CS(=O)(=O)C1=CC(=C(C=C1)C(=O)NC2=CC(=C(C=C2)Cl)C3=CC=CC=N3)Cl. Cell line: UACC62. Synergy scores: CSS=3.55, Synergy_ZIP=-1.15, Synergy_Bliss=1.01, Synergy_Loewe=-0.596, Synergy_HSA=0.244. (5) Drug 1: CC1=C(C=C(C=C1)NC2=NC=CC(=N2)N(C)C3=CC4=NN(C(=C4C=C3)C)C)S(=O)(=O)N.Cl. Drug 2: N.N.Cl[Pt+2]Cl. Cell line: EKVX. Synergy scores: CSS=-0.391, Synergy_ZIP=1.07, Synergy_Bliss=2.14, Synergy_Loewe=2.37, Synergy_HSA=0.562.